Regression. Given a peptide amino acid sequence and an MHC pseudo amino acid sequence, predict their binding affinity value. This is MHC class I binding data. From a dataset of Peptide-MHC class I binding affinity with 185,985 pairs from IEDB/IMGT. The peptide sequence is VVLASLIYRR. The MHC is HLA-A03:01 with pseudo-sequence HLA-A03:01. The binding affinity (normalized) is 0.530.